From a dataset of Catalyst prediction with 721,799 reactions and 888 catalyst types from USPTO. Predict which catalyst facilitates the given reaction. (1) Reactant: [CH3:1][O:2][C:3](=[O:17])[CH:4]=[CH:5][CH:6]([CH3:16])[CH2:7][O:8]CC1C=CC=CC=1. Product: [CH3:1][O:2][C:3](=[O:17])[CH2:4][CH2:5][CH:6]([CH3:16])[CH2:7][OH:8]. The catalyst class is: 50. (2) Reactant: [NH:1]1[C:9]2[C:4](=[CH:5][CH:6]=[CH:7][CH:8]=2)[CH2:3][C:2]1=[O:10].[C:11](Cl)(=[O:18])[C:12]1[CH:17]=[CH:16][CH:15]=[CH:14][CH:13]=1.[OH2:20].Cl. Product: [C:11]([N:1]1[C:9]2[C:4](=[CH:5][CH:6]=[CH:7][CH:8]=2)[C:3](=[C:3]([OH:20])[C:4]2[CH:9]=[CH:8][CH:7]=[CH:6][CH:5]=2)[C:2]1=[O:10])(=[O:18])[C:12]1[CH:17]=[CH:16][CH:15]=[CH:14][CH:13]=1. The catalyst class is: 456. (3) Reactant: Cl.[NH2:2][C:3]1[N:12]=[C:11]([NH2:13])[C:10]2[C:5](=[N:6][CH:7]=[C:8]([CH2:14]O)[N:9]=2)[N:4]=1.[Br-].[Br-].C1(P(C2C=CC=CC=2)C2C=CC=CC=2)C=CC=CC=1.[CH3:37][NH:38][C:39]1[CH:47]=[CH:46][C:42]([C:43]([OH:45])=[O:44])=[CH:41][CH:40]=1.CCN(C(C)C)C(C)C. Product: [NH2:2][C:3]1[N:12]=[C:11]([NH2:13])[C:10]2[C:5](=[N:6][CH:7]=[C:8]([CH2:14][N:38]([C:39]3[CH:47]=[CH:46][C:42]([C:43]([OH:45])=[O:44])=[CH:41][CH:40]=3)[CH3:37])[N:9]=2)[N:4]=1. The catalyst class is: 801. (4) Reactant: [H-].[Na+].Cl[CH2:4][C:5]([NH:7][CH2:8][C:9]1[C:17]2[NH:16][C:15]3[CH2:18][CH2:19][CH2:20][C:14]=3[C:13]=2[CH:12]=[CH:11][CH:10]=1)=[O:6].O. Product: [CH2:4]1[N:16]2[C:17]3[C:13]([C:14]4[CH2:20][CH2:19][CH2:18][C:15]=42)=[CH:12][CH:11]=[CH:10][C:9]=3[CH2:8][NH:7][C:5]1=[O:6]. The catalyst class is: 3. (5) Product: [CH3:36][O:35][C:34](=[O:37])[NH:33][C@@H:3]([CH:2]([CH3:1])[CH3:38])[C:4]([N:5]1[CH2:9][CH2:8][CH2:7][C@H:6]1[C:10]1[NH:11][C:12]2[C:22]3[C:17]([CH:16]=[CH:15][C:13]=2[N:14]=1)=[CH:18][C:19]([C:40]1[CH:49]=[CH:48][C:47]2[C:42](=[CH:43][CH:44]=[C:45]([NH:58][C:59]([O:60][C:2]([CH3:38])([CH3:3])[CH3:1])=[O:61])[C:46]=2[NH:50][C:51]([O:52][C:53]([CH3:56])([CH3:55])[CH3:54])=[O:57])[CH:41]=1)=[CH:20][CH:21]=3)=[O:32]. The catalyst class is: 276. Reactant: [CH3:1][CH:2]([CH3:38])[C@H:3]([NH:33][C:34](=[O:37])[O:35][CH3:36])[C:4](=[O:32])[N:5]1[CH2:9][CH2:8][CH2:7][C@H:6]1[C:10]1[NH:14][C:13]2[C:15]3[C:20]([CH:21]=[CH:22][C:12]=2[N:11]=1)=[CH:19][C:18](B1OC(C)(C)C(C)(C)O1)=[CH:17][CH:16]=3.Br[C:40]1[CH:41]=[C:42]2[C:47](=[CH:48][CH:49]=1)[C:46]([NH:50][C:51](=[O:57])[O:52][C:53]([CH3:56])([CH3:55])[CH3:54])=[C:45]([NH:58][C:59](=[O:61])[O-:60])[CH:44]=[CH:43]2.C([O-])(O)=O.[Na+]. (6) Product: [CH3:20][NH:21][CH2:2][C:3]1[N:8]=[C:7]([NH2:9])[CH:6]=[CH:5][CH:4]=1. The catalyst class is: 8. Reactant: Br[CH2:2][C:3]1[N:8]=[C:7]([N:9]2C(=O)C3=CC=CC=C3C2=O)[CH:6]=[CH:5][CH:4]=1.[CH3:20][NH2:21].O.NN.